This data is from Tyrosyl-DNA phosphodiesterase HTS with 341,365 compounds. The task is: Binary Classification. Given a drug SMILES string, predict its activity (active/inactive) in a high-throughput screening assay against a specified biological target. The compound is O(C1C(N(C(CC1)(C)C)C)C)C(=O)C(O)c1ccccc1. The result is 0 (inactive).